This data is from CYP1A2 inhibition data for predicting drug metabolism from PubChem BioAssay. The task is: Regression/Classification. Given a drug SMILES string, predict its absorption, distribution, metabolism, or excretion properties. Task type varies by dataset: regression for continuous measurements (e.g., permeability, clearance, half-life) or binary classification for categorical outcomes (e.g., BBB penetration, CYP inhibition). Dataset: cyp1a2_veith. (1) The drug is NS(=O)(=O)c1cc(C(=O)O)c(O)c2ccccc12. The result is 0 (non-inhibitor). (2) The drug is NCC[C@H]1CCC[C@H](CCN)N1. The result is 0 (non-inhibitor). (3) The molecule is COc1ccc(CCN2C(=NC(=O)CCC(=O)O)SC3CS(=O)(=O)CC32)cc1. The result is 0 (non-inhibitor).